Binary Classification. Given a T-cell receptor sequence (or CDR3 region) and an epitope sequence, predict whether binding occurs between them. From a dataset of TCR-epitope binding with 47,182 pairs between 192 epitopes and 23,139 TCRs. (1) The epitope is RPHERNGFTVL. The TCR CDR3 sequence is CASSEASMNTEAFF. Result: 0 (the TCR does not bind to the epitope). (2) The epitope is LLQTGIHVRVSQPSL. The TCR CDR3 sequence is CASSYDRNQPQHF. Result: 1 (the TCR binds to the epitope). (3) The epitope is LPPIVAKEI. The TCR CDR3 sequence is CASNSFGPSNQPQHF. Result: 0 (the TCR does not bind to the epitope). (4) The epitope is VVYRGTTTY. The TCR CDR3 sequence is CASSPSRGTYEQYF. Result: 1 (the TCR binds to the epitope). (5) The TCR CDR3 sequence is CASSFDSGAYEQYF. Result: 0 (the TCR does not bind to the epitope). The epitope is GTITVEELK. (6) The epitope is TVYDPLQPELDSFK. The TCR CDR3 sequence is CASSVGTDNEQFF. Result: 0 (the TCR does not bind to the epitope). (7) The epitope is QARQMVQAMRTIGTHP. The TCR CDR3 sequence is CASSARDSYNYGYTF. Result: 1 (the TCR binds to the epitope).